This data is from Reaction yield outcomes from USPTO patents with 853,638 reactions. The task is: Predict the reaction yield, written as a fraction of the theoretical maximum amount of product (1.0 means a 100% yield; for example, 0.34 means a 34% yield). The reactants are [Cl-].[In+3].[Cl-].[Cl-].[C:5]12([C:12]3[CH:17]=[CH:16][C:15]([C:18]4[N:22]=[CH:21][N:20]([C:23]5[CH:28]=[CH:27][C:26]([O:29][C:30]([F:33])([F:32])[F:31])=[CH:25][CH:24]=5)[N:19]=4)=[CH:14][CH:13]=3)[O:11][CH:10]1[CH2:9][CH2:8][CH2:7][CH2:6]2. The catalyst is C1COCC1.C(OCC)C. The product is [F:33][C:30]([F:31])([F:32])[O:29][C:26]1[CH:25]=[CH:24][C:23]([N:20]2[CH:21]=[N:22][C:18]([C:15]3[CH:16]=[CH:17][C:12]([CH:5]4[CH2:6][CH2:7][CH2:8][CH2:9][C:10]4=[O:11])=[CH:13][CH:14]=3)=[N:19]2)=[CH:28][CH:27]=1. The yield is 0.350.